This data is from Catalyst prediction with 721,799 reactions and 888 catalyst types from USPTO. The task is: Predict which catalyst facilitates the given reaction. (1) Reactant: N.C[C:3]1[C@@H:20]([O:21][C:22]([C@H:24](O)[C@@H](NC(C2C=CC=CC=2)=O)C2C=CC=CC=2)=[O:23])[CH2:19][C@]2(O)C(C)(C)[C:4]=1[C@@H:5](OC(C)=O)[C:6]([C@@]1(C)[C@H]([C@@H]2OC(C2C=CC=CC=2)=O)[C@]2(OC(C)=O)CO[C@@H]2C[C@@H]1O)=O. Product: [C:22]([O-:23])(=[O:21])[CH3:24].[CH3:19][CH2:20][CH2:3][CH2:4][CH2:5][CH3:6]. The catalyst class is: 17. (2) Reactant: [OH-].[K+].[CH2:3]([CH:13]([CH2:24][CH2:25][CH2:26][CH2:27][CH2:28][CH2:29][CH2:30][CH2:31][CH2:32][CH2:33][CH2:34][CH3:35])[CH2:14][CH:15](C(OC)=O)[C:16]([O:18]C)=[O:17])[CH2:4][CH2:5][CH2:6][CH2:7][CH2:8][CH2:9][CH2:10][CH2:11][CH3:12]. Product: [CH2:3]([CH:13]([CH2:24][CH2:25][CH2:26][CH2:27][CH2:28][CH2:29][CH2:30][CH2:31][CH2:32][CH2:33][CH2:34][CH3:35])[CH2:14][CH2:15][C:16]([OH:18])=[O:17])[CH2:4][CH2:5][CH2:6][CH2:7][CH2:8][CH2:9][CH2:10][CH2:11][CH3:12]. The catalyst class is: 40. (3) Reactant: C(OC([N:8]1[CH2:11][CH:10]([O:12][C:13]2[CH:18]=[CH:17][C:16]([NH:19][C:20]([C:22]3[S:26][C:25]([C:27]4[CH:32]=[CH:31][C:30]([Cl:33])=[CH:29][CH:28]=4)=[N:24][C:23]=3[CH2:34][CH:35](OC)OC)=[O:21])=[CH:15][C:14]=2[O:40][CH3:41])[CH2:9]1)=O)(C)(C)C.O.C1(C)C=CC(S(O)(=O)=O)=CC=1.[OH-].[Na+]. Product: [NH:8]1[CH2:11][CH:10]([O:12][C:13]2[CH:18]=[CH:17][C:16]([N:19]3[CH:35]=[CH:34][C:23]4[N:24]=[C:25]([C:27]5[CH:32]=[CH:31][C:30]([Cl:33])=[CH:29][CH:28]=5)[S:26][C:22]=4[C:20]3=[O:21])=[CH:15][C:14]=2[O:40][CH3:41])[CH2:9]1. The catalyst class is: 11. (4) Reactant: [F:1][C:2]1[CH:3]=[C:4]([C:8]2[S:9][C:10]([C:14](=O)[CH2:15][C:16](=O)[C:17]([O:19][CH2:20][CH3:21])=[O:18])=[C:11]([CH3:13])[N:12]=2)[CH:5]=[N:6][CH:7]=1.[CH3:24][NH:25][NH2:26]. Product: [F:1][C:2]1[CH:3]=[C:4]([C:8]2[S:9][C:10]([C:14]3[CH:15]=[C:16]([C:17]([O:19][CH2:20][CH3:21])=[O:18])[N:25]([CH3:24])[N:26]=3)=[C:11]([CH3:13])[N:12]=2)[CH:5]=[N:6][CH:7]=1. The catalyst class is: 8. (5) Reactant: [CH3:1][C:2]1[C:6]([CH2:7][C:8]([CH3:10])=[CH2:9])=[C:5]([CH3:11])[S:4][C:3]=1[C:12]([OH:14])=O.[CH3:15][Li]. Product: [CH3:1][C:2]1[C:6]([CH2:7][C:8]([CH3:10])=[CH2:9])=[C:5]([CH3:11])[S:4][C:3]=1[C:12](=[O:14])[CH3:15]. The catalyst class is: 27.